From a dataset of NCI-60 drug combinations with 297,098 pairs across 59 cell lines. Regression. Given two drug SMILES strings and cell line genomic features, predict the synergy score measuring deviation from expected non-interaction effect. (1) Drug 1: CC12CCC3C(C1CCC2=O)CC(=C)C4=CC(=O)C=CC34C. Drug 2: C1=CC=C(C=C1)NC(=O)CCCCCCC(=O)NO. Cell line: NCI-H460. Synergy scores: CSS=32.4, Synergy_ZIP=-0.732, Synergy_Bliss=3.67, Synergy_Loewe=-0.551, Synergy_HSA=4.63. (2) Drug 1: C1C(C(OC1N2C=NC(=NC2=O)N)CO)O. Drug 2: C1CCC(C(C1)N)N.C(=O)(C(=O)[O-])[O-].[Pt+4]. Cell line: SW-620. Synergy scores: CSS=48.8, Synergy_ZIP=-0.123, Synergy_Bliss=0.270, Synergy_Loewe=5.18, Synergy_HSA=7.29.